Dataset: Reaction yield outcomes from USPTO patents with 853,638 reactions. Task: Predict the reaction yield, written as a fraction of the theoretical maximum amount of product (1.0 means a 100% yield; for example, 0.34 means a 34% yield). (1) The reactants are [CH:1]1[CH:6]=[N:5][CH:4]=[C:3]2[CH2:7][O:8][C:9]3[CH:10]=[C:11]([NH2:15])[CH:12]=[CH:13][C:14]=3[C:2]=12.CCN(C(C)C)C(C)C.Cl[C:26]([O:28][CH2:29][C:30]([CH3:33])([CH3:32])[CH3:31])=[O:27]. The catalyst is ClCCCl. The product is [CH:1]1[CH:6]=[N:5][CH:4]=[C:3]2[CH2:7][O:8][C:9]3[CH:10]=[C:11]([NH:15][C:26](=[O:27])[O:28][CH2:29][C:30]([CH3:33])([CH3:32])[CH3:31])[CH:12]=[CH:13][C:14]=3[C:2]=12. The yield is 0.770. (2) The reactants are CO.[CH3:3][C:4]1([CH3:31])[CH2:8][C:7]2[C:9]([CH3:30])=[C:10]([N:15]3[CH2:20][CH2:19][N:18]([C:21]4[CH:26]=[CH:25][C:24]([C:27](=[O:29])[CH3:28])=[CH:23][CH:22]=4)[CH2:17][CH2:16]3)[C:11]([CH3:14])=[C:12]([CH3:13])[C:6]=2[O:5]1.[BH4-].[Na+]. The catalyst is O. The product is [CH3:31][C:4]1([CH3:3])[CH2:8][C:7]2[C:9]([CH3:30])=[C:10]([N:15]3[CH2:20][CH2:19][N:18]([C:21]4[CH:22]=[CH:23][C:24]([CH:27]([OH:29])[CH3:28])=[CH:25][CH:26]=4)[CH2:17][CH2:16]3)[C:11]([CH3:14])=[C:12]([CH3:13])[C:6]=2[O:5]1. The yield is 0.600. (3) The product is [C:45]([O:44][C:43]([N:42]([C:37]1[C:38]2[C:33](=[CH:32][C:31]([NH:30][C@H:16]3[C:14](=[O:15])[N:13]([CH3:57])[CH2:12][C:10]4[CH:11]=[C:6]([CH:7]=[CH:8][C:9]=4[S:58]([CH:61]4[CH2:62][CH2:63]4)(=[O:59])=[O:60])[NH:5][C:1](=[O:2])[O:27][CH2:26][C@H:25]([CH3:28])[C:20]4[C:21]([O:23][CH3:24])=[CH:22][C:17]3=[C:18]([F:29])[CH:19]=4)=[C:40]([F:41])[CH:39]=2)[CH:34]=[CH:35][N:36]=1)[C:50](=[O:51])[O:52][C:53]([CH3:54])([CH3:55])[CH3:56])=[O:49])([CH3:47])([CH3:48])[CH3:46]. The catalyst is C(#N)C.C(Cl)Cl. The reactants are [C:1](Cl)(Cl)=[O:2].[NH2:5][C:6]1[CH:7]=[CH:8][C:9]([S:58]([CH:61]2[CH2:63][CH2:62]2)(=[O:60])=[O:59])=[C:10]([CH2:12][N:13]([CH3:57])[C:14]([CH:16]([NH:30][C:31]2[CH:32]=[C:33]3[C:38](=[CH:39][C:40]=2[F:41])[C:37]([N:42]([C:50]([O:52][C:53]([CH3:56])([CH3:55])[CH3:54])=[O:51])[C:43](=[O:49])[O:44][C:45]([CH3:48])([CH3:47])[CH3:46])=[N:36][CH:35]=[CH:34]3)[C:17]2[CH:22]=[C:21]([O:23][CH3:24])[C:20]([C@@H:25]([CH3:28])[CH2:26][OH:27])=[CH:19][C:18]=2[F:29])=[O:15])[CH:11]=1. The yield is 0.131. (4) The reactants are [Cl:1][C:2]1[CH:10]=[C:9]2[C:5]([C:6]([C:11]([O:13]C)=[O:12])=[CH:7][NH:8]2)=[CH:4][C:3]=1[C:15]1[CH:20]=[CH:19][C:18]([O:21][CH2:22][CH2:23][CH2:24][N:25]2[CH2:30][CH2:29][O:28][CH2:27][C:26]2=[O:31])=[CH:17][CH:16]=1.[OH-].[Na+]. The catalyst is CO. The product is [Cl:1][C:2]1[CH:10]=[C:9]2[C:5]([C:6]([C:11]([OH:13])=[O:12])=[CH:7][NH:8]2)=[CH:4][C:3]=1[C:15]1[CH:20]=[CH:19][C:18]([O:21][CH2:22][CH2:23][CH2:24][N:25]2[CH2:30][CH2:29][O:28][CH2:27][C:26]2=[O:31])=[CH:17][CH:16]=1. The yield is 0.0900. (5) The reactants are [CH3:1][O:2][P:3]([O:6]C)[O:4][CH3:5].[Cl:8][C:9]1[CH:16]=[CH:15][C:12]([CH2:13]Br)=[CH:11][CH:10]=1. The yield is 0.930. The product is [CH3:1][O:2][P:3]([CH2:13][C:12]1[CH:15]=[CH:16][C:9]([Cl:8])=[CH:10][CH:11]=1)(=[O:6])[O:4][CH3:5]. No catalyst specified.